From a dataset of Peptide-MHC class I binding affinity with 185,985 pairs from IEDB/IMGT. Regression. Given a peptide amino acid sequence and an MHC pseudo amino acid sequence, predict their binding affinity value. This is MHC class I binding data. (1) The peptide sequence is GEGSGARLL. The MHC is HLA-B35:01 with pseudo-sequence HLA-B35:01. The binding affinity (normalized) is 0.0847. (2) The peptide sequence is PLEEELPRL. The MHC is HLA-A02:01 with pseudo-sequence HLA-A02:01. The binding affinity (normalized) is 0. (3) The peptide sequence is VPLQWIASAI. The MHC is HLA-B51:01 with pseudo-sequence HLA-B51:01. The binding affinity (normalized) is 0.715. (4) The peptide sequence is AIILTDGI. The MHC is H-2-Kb with pseudo-sequence H-2-Kb. The binding affinity (normalized) is 0.118. (5) The peptide sequence is VFSQEDCMI. The MHC is HLA-A30:02 with pseudo-sequence HLA-A30:02. The binding affinity (normalized) is 0.